From a dataset of Forward reaction prediction with 1.9M reactions from USPTO patents (1976-2016). Predict the product of the given reaction. (1) Given the reactants [F:1][C:2]1([F:32])[CH2:7][CH2:6][N:5]([C:8]([C:10]2[NH:11][C:12]3[C:17]([CH:18]=2)=[CH:16][C:15]([C:19]([N:21]2[CH2:25][CH2:24][CH2:23][C@H:22]2CN2CCCC2)=[O:20])=[CH:14][CH:13]=3)=[O:9])[CH2:4][CH2:3]1.[H-].[Na+].CS(O[CH2:40][C:41]([F:44])([F:43])[F:42])(=O)=O.[CH3:45][N:46](C)[CH:47]=O, predict the reaction product. The product is: [F:1][C:2]1([F:32])[CH2:3][CH2:4][N:5]([C:8]([C:10]2[N:11]([CH2:40][C:41]([F:44])([F:43])[F:42])[C:12]3[C:17]([CH:18]=2)=[CH:16][C:15]([C:19]([N:21]2[CH2:25][CH2:24][C@H:23]([N:46]([CH3:47])[CH3:45])[CH2:22]2)=[O:20])=[CH:14][CH:13]=3)=[O:9])[CH2:6][CH2:7]1. (2) Given the reactants [Cl:1][C:2]1[CH:9]=[CH:8][CH:7]=[C:6]([CH:10]2[CH2:12][CH2:11]2)[C:3]=1[CH:4]=[O:5], predict the reaction product. The product is: [Cl:1][C:2]1[CH:9]=[CH:8][CH:7]=[C:6]([CH:10]2[CH2:11][CH2:12]2)[C:3]=1[CH2:4][OH:5]. (3) Given the reactants [CH2:1]([N:3]1[CH2:8][CH2:7][C:6]([S:16]([C:19]2[CH:24]=[CH:23][C:22]([C:25]3[CH:30]=[CH:29][C:28]([O:31][C:32]([F:37])([F:36])[CH:33]([F:35])[F:34])=[CH:27][CH:26]=3)=[CH:21][CH:20]=2)(=[O:18])=[O:17])([C:9]([O:11]C(C)(C)C)=[O:10])[CH2:5][CH2:4]1)[CH3:2].[ClH:38], predict the reaction product. The product is: [ClH:38].[CH2:1]([N:3]1[CH2:8][CH2:7][C:6]([S:16]([C:19]2[CH:20]=[CH:21][C:22]([C:25]3[CH:30]=[CH:29][C:28]([O:31][C:32]([F:37])([F:36])[CH:33]([F:35])[F:34])=[CH:27][CH:26]=3)=[CH:23][CH:24]=2)(=[O:18])=[O:17])([C:9]([OH:11])=[O:10])[CH2:5][CH2:4]1)[CH3:2]. (4) Given the reactants [I:1][C:2]1[CH:3]=[C:4]([NH:10]N)[CH:5]=[C:6]([I:9])[C:7]=1[I:8].[CH3:12][CH:13]([CH3:17])[C:14](=O)[CH3:15], predict the reaction product. The product is: [I:1][C:2]1[C:7]([I:8])=[C:6]([I:9])[CH:5]=[C:4]2[C:3]=1[C:13]([CH3:17])([CH3:12])[C:14]([CH3:15])=[N:10]2.